From a dataset of Reaction yield outcomes from USPTO patents with 853,638 reactions. Predict the reaction yield, written as a fraction of the theoretical maximum amount of product (1.0 means a 100% yield; for example, 0.34 means a 34% yield). (1) The reactants are [O:1]=[C:2]1[CH2:6][CH2:5][CH2:4][N:3]1[C:7]1[CH:12]=[CH:11][C:10]([N:13]([C:22]([O:24]CC(Cl)(Cl)Cl)=O)C(OCC(Cl)(Cl)Cl)=O)=[CH:9][CH:8]=1.[F:30][C:31]1[CH:36]=[CH:35][CH:34]=[CH:33][C:32]=1[C:37]1[N:41]=[C:40]([N:42]2[CH2:47][CH2:46][NH:45][CH2:44][CH2:43]2)[S:39][N:38]=1.C(N(C(C)C)CC)(C)C.CS(C)=O. The catalyst is O. The product is [F:30][C:31]1[CH:36]=[CH:35][CH:34]=[CH:33][C:32]=1[C:37]1[N:41]=[C:40]([N:42]2[CH2:43][CH2:44][N:45]([C:22]([NH:13][C:10]3[CH:9]=[CH:8][C:7]([N:3]4[CH2:4][CH2:5][CH2:6][C:2]4=[O:1])=[CH:12][CH:11]=3)=[O:24])[CH2:46][CH2:47]2)[S:39][N:38]=1. The yield is 0.143. (2) The reactants are [F:1][C:2]1([F:30])[CH:7]([C:8]2[CH:13]=[CH:12][C:11]([O:14]C)=[CH:10][CH:9]=2)[CH2:6][CH2:5][N:4]([CH:16]2[CH2:20][CH2:19][N:18]([CH2:21][C:22]3[CH:27]=[CH:26][C:25]([F:28])=[CH:24][CH:23]=3)[C:17]2=[O:29])[CH2:3]1.B(Br)(Br)Br. The catalyst is C(Cl)Cl. The product is [F:30][C:2]1([F:1])[CH:7]([C:8]2[CH:13]=[CH:12][C:11]([OH:14])=[CH:10][CH:9]=2)[CH2:6][CH2:5][N:4]([CH:16]2[CH2:20][CH2:19][N:18]([CH2:21][C:22]3[CH:27]=[CH:26][C:25]([F:28])=[CH:24][CH:23]=3)[C:17]2=[O:29])[CH2:3]1. The yield is 0.170. (3) The reactants are Cl[C:2]1[C:7]([F:8])=[C:6](Cl)[N:5]=[C:4]([CH2:10][CH3:11])[N:3]=1.[CH3:12][N:13]1[CH2:18][CH2:17][NH:16][CH2:15][CH2:14]1.CCN(C(C)C)C(C)C.[NH2:28][NH2:29]. The catalyst is C(Cl)Cl.CO.O1CCOCC1. The product is [CH2:10]([C:4]1[N:5]=[C:6]([NH:28][NH2:29])[C:7]([F:8])=[C:2]([N:16]2[CH2:17][CH2:18][N:13]([CH3:12])[CH2:14][CH2:15]2)[N:3]=1)[CH3:11]. The yield is 0.690. (4) The product is [Br:1][C:2]1[CH:15]=[CH:14][C:13]([Cl:16])=[CH:12][C:3]=1[C@H:4]([NH:5][S@:6]([C:8]([CH3:11])([CH3:10])[CH3:9])=[O:7])[CH3:17]. The reactants are [Br:1][C:2]1[CH:15]=[CH:14][C:13]([Cl:16])=[CH:12][C:3]=1[CH:4]=[N:5][S:6]([C:8]([CH3:11])([CH3:10])[CH3:9])=[O:7].[CH3:17][Mg+].[Br-].[Cl-].[NH4+]. The yield is 0.705. The catalyst is C(Cl)Cl. (5) The product is [C:1]1([C:6]2[NH:7][C:8]3[C:13]([CH:14]=2)=[C:12]([O:15][CH2:29][CH2:30][O:31][CH2:32][CH3:33])[CH:11]=[CH:10][CH:9]=3)[CH2:5][CH2:4][CH2:3][CH:2]=1. The catalyst is C(C#N)(C)=O.C(Cl)Cl. The reactants are [C:1]1([C:6]2[NH:7][C:8]3[C:13]([CH:14]=2)=[C:12]([O:15][Si](C(C)C)(C(C)C)C(C)C)[CH:11]=[CH:10][CH:9]=3)[CH2:5][CH2:4][CH2:3][CH:2]=1.[F-].[Cs+].Br[CH2:29][CH2:30][O:31][CH2:32][CH3:33]. The yield is 0.740. (6) The reactants are [OH:1][C:2]1[CH:11]=[CH:10][C:5]([C:6](OC)=[O:7])=[CH:4][C:3]=1[N+:12]([O-:14])=[O:13].[NH3:15].Cl. The catalyst is O. The product is [OH:1][C:2]1[CH:11]=[CH:10][C:5]([C:6]([NH2:15])=[O:7])=[CH:4][C:3]=1[N+:12]([O-:14])=[O:13]. The yield is 0.530. (7) The product is [CH3:14][C:15]1[CH:20]=[C:19]([N:21]2[CH2:26][CH2:25][O:24][CH2:23][CH2:22]2)[CH:18]=[C:17]([CH3:27])[C:16]=1[NH:28][C:5](=[O:7])[CH2:4][CH:3]([CH2:1][CH3:2])[CH2:8][CH3:9]. The catalyst is C(#N)C. The yield is 0.300. The reactants are [CH2:1]([CH:3]([CH2:8][CH3:9])[CH2:4][C:5]([OH:7])=O)[CH3:2].S(Cl)(Cl)=O.[CH3:14][C:15]1[CH:20]=[C:19]([N:21]2[CH2:26][CH2:25][O:24][CH2:23][CH2:22]2)[CH:18]=[C:17]([CH3:27])[C:16]=1[NH2:28].C(=O)(O)[O-].[Na+].[Cl-].[Na+].O.O.